Dataset: Full USPTO retrosynthesis dataset with 1.9M reactions from patents (1976-2016). Task: Predict the reactants needed to synthesize the given product. (1) Given the product [N:16]([CH2:19][CH:20]1[CH2:24][C:23]2[CH:25]=[CH:26][CH:27]=[C:28]([CH:29]3[CH2:33][CH2:32][CH2:5][CH2:30]3)[C:22]=2[O:21]1)=[N+:17]=[N-:18], predict the reactants needed to synthesize it. The reactants are: S([C:5]1C=CC(C)=CC=1)([O-])(=O)=O.[N-]=[N+]=[N-].[Na+].[N:16]([CH2:19][CH:20]1[CH2:24][C:23]2[CH:25]=[C:26](Cl)[CH:27]=[C:28]([C:29]3[CH:33]=[CH:32]S[CH:30]=3)[C:22]=2[O:21]1)=[N+:17]=[N-:18]. (2) Given the product [CH3:29][Si:30]([CH3:32])([CH3:31])[C:5]1[C-:4]([N:2]([CH3:3])[CH3:1])[CH:8]=[CH:7][CH:6]=1.[CH-:9]1[CH:13]=[CH:12][CH:11]=[CH:10]1.[Fe+2:14], predict the reactants needed to synthesize it. The reactants are: [CH3:1][N:2]([C-:4]1[CH:8]=[CH:7][CH:6]=[CH:5]1)[CH3:3].[CH-:9]1[CH:13]=[CH:12][CH:11]=[CH:10]1.[Fe+2:14].B(F)(F)F.CCOCC.[Li]CCCC.[CH3:29][Si:30](Cl)([CH3:32])[CH3:31]. (3) Given the product [O:42]=[S:2]1(=[O:1])[CH2:7][CH2:6][CH:5]([CH2:8][O:9][C:10]2[CH:11]=[C:12]([CH3:41])[C:13]([C:17]3[CH:22]=[CH:21][CH:20]=[C:19]([CH2:23][NH:24][C:25]4[CH:30]=[CH:29][C:28]([CH2:31][CH2:32][C:33]([OH:35])=[O:34])=[C:27]([F:40])[CH:26]=4)[CH:18]=3)=[C:14]([CH3:16])[CH:15]=2)[CH2:4][CH2:3]1, predict the reactants needed to synthesize it. The reactants are: [O:1]=[S:2]1(=[O:42])[CH2:7][CH2:6][CH:5]([CH2:8][O:9][C:10]2[CH:15]=[C:14]([CH3:16])[C:13]([C:17]3[CH:22]=[CH:21][CH:20]=[C:19]([CH2:23][NH:24][C:25]4[CH:30]=[CH:29][C:28]([CH2:31][CH2:32][C:33]([O:35]C(C)(C)C)=[O:34])=[C:27]([F:40])[CH:26]=4)[CH:18]=3)=[C:12]([CH3:41])[CH:11]=2)[CH2:4][CH2:3]1.FC(F)(F)C(O)=O. (4) Given the product [NH2:22][C:23]1[C:31]([C:32]([NH:2][CH:3]([C:5]2[O:6][C:7](=[O:21])[C:8]3[C:13]([C:14]=2[C:15]2[CH:20]=[CH:19][CH:18]=[CH:17][CH:16]=2)=[CH:12][CH:11]=[CH:10][CH:9]=3)[CH3:4])=[O:33])=[C:26]2[N:27]=[CH:28][CH:29]=[CH:30][N:25]2[N:24]=1, predict the reactants needed to synthesize it. The reactants are: Cl.[NH2:2][CH:3]([C:5]1[O:6][C:7](=[O:21])[C:8]2[C:13]([C:14]=1[C:15]1[CH:20]=[CH:19][CH:18]=[CH:17][CH:16]=1)=[CH:12][CH:11]=[CH:10][CH:9]=2)[CH3:4].[NH2:22][C:23]1[C:31]([C:32](O)=[O:33])=[C:26]2[N:27]=[CH:28][CH:29]=[CH:30][N:25]2[N:24]=1.C1C=CC2N(O)N=NC=2C=1.CN(C(ON1N=NC2C=CC=CC1=2)=[N+](C)C)C.F[P-](F)(F)(F)(F)F.CCN(C(C)C)C(C)C.